This data is from Full USPTO retrosynthesis dataset with 1.9M reactions from patents (1976-2016). The task is: Predict the reactants needed to synthesize the given product. (1) Given the product [NH2:1][C@H:4]1[CH2:8][N:7]([C:9]([O:11][C:12]([CH3:14])([CH3:13])[CH3:15])=[O:10])[C@@H:6]([CH:16]([CH3:18])[CH3:17])[CH2:5]1, predict the reactants needed to synthesize it. The reactants are: [N:1]([C@H:4]1[CH2:8][N:7]([C:9]([O:11][C:12]([CH3:15])([CH3:14])[CH3:13])=[O:10])[C@@H:6]([CH:16]([CH3:18])[CH3:17])[CH2:5]1)=[N+]=[N-]. (2) Given the product [CH3:28][N:27]1[C:23]([C:21]2[N:22]=[C:17]([O:16][C@H:14]3[CH2:15][N:8]([C:6]([O:5][C:1]([CH3:3])([CH3:4])[CH3:2])=[O:7])[C@H:9]([C:10]([NH:34][C@:35]4([C:40]([O:42][CH3:43])=[O:41])[CH2:37][C@H:36]4[CH:38]=[CH2:39])=[O:11])[CH2:13]3)[C:18]3[S:32][CH:31]=[CH:30][C:19]=3[N:20]=2)=[CH:24][C:25]([CH3:29])=[N:26]1, predict the reactants needed to synthesize it. The reactants are: [C:1]([O:5][C:6]([N:8]1[CH2:15][C@H:14]([O:16][C:17]2[C:18]3[S:32][CH:31]=[CH:30][C:19]=3[N:20]=[C:21]([C:23]3[N:27]([CH3:28])[N:26]=[C:25]([CH3:29])[CH:24]=3)[N:22]=2)[CH2:13][C@H:9]1[C:10](O)=[O:11])=[O:7])([CH3:4])([CH3:3])[CH3:2].Cl.[NH2:34][C@:35]1([C:40]([O:42][CH3:43])=[O:41])[CH2:37][C@H:36]1[CH:38]=[CH2:39].C(N(CC)CC)C.CN(C(ON1N=NC2C=CC=NC1=2)=[N+](C)C)C.F[P-](F)(F)(F)(F)F. (3) Given the product [Cl:7]/[CH:8]=[CH:9]/[C:16]1[CH:19]=[CH:20][C:13]([C:12]([F:22])([F:21])[F:11])=[CH:14][CH:15]=1, predict the reactants needed to synthesize it. The reactants are: C1C=CC=CC=1.[Cl:7]/[CH:8]=[CH:9]/Cl.[F:11][C:12]([F:22])([F:21])[C:13]1[CH:20]=[CH:19][C:16](C=C)=[CH:15][CH:14]=1. (4) Given the product [Cl:23][C:24]1[CH:32]=[CH:31][C:27]([C:28]([NH:14][C:15]2[CH:22]=[CH:21][C:18]([CH2:19][NH:20][C:7]3[C:6]4[C:11](=[C:2]([CH3:1])[CH:3]=[CH:4][CH:5]=4)[N:10]=[C:9]([NH:34][CH3:33])[N:8]=3)=[CH:17][CH:16]=2)=[O:29])=[CH:26][CH:25]=1, predict the reactants needed to synthesize it. The reactants are: [CH3:1][C:2]1[CH:3]=[CH:4][CH:5]=[C:6]2[C:11]=1[N:10]=[C:9](Cl)[N:8]=[C:7]2Cl.[NH2:14][C:15]1[CH:22]=[CH:21][C:18]([CH2:19][NH2:20])=[CH:17][CH:16]=1.[Cl:23][C:24]1[CH:32]=[CH:31][C:27]([C:28](Cl)=[O:29])=[CH:26][CH:25]=1.[CH3:33][NH2:34]. (5) The reactants are: [Cl:1][C:2]1[CH:3]=[N:4][C:5]2[N:6]([N:8]=[C:9]([C:11]([OH:13])=O)[CH:10]=2)[CH:7]=1.[CH3:14][N:15]1[C:24]2[C:19](=[CH:20][C:21]([C:25]([F:28])([F:27])[F:26])=[CH:22][CH:23]=2)[CH2:18][CH2:17][NH:16]1. Given the product [Cl:1][C:2]1[CH:3]=[N:4][C:5]2[N:6]([N:8]=[C:9]([C:11]([N:16]3[CH2:17][CH2:18][C:19]4[C:24](=[CH:23][CH:22]=[C:21]([C:25]([F:26])([F:27])[F:28])[CH:20]=4)[N:15]3[CH3:14])=[O:13])[CH:10]=2)[CH:7]=1, predict the reactants needed to synthesize it. (6) Given the product [O:13]1[CH2:18][CH2:17][CH:16]([CH:19]([CH3:1])[C:20]([O:22][CH2:23][CH3:24])=[O:21])[CH2:15][CH2:14]1, predict the reactants needed to synthesize it. The reactants are: [CH:1](NC(C)C)(C)C.C([Li])CCC.[O:13]1[CH2:18][CH2:17][CH:16]([CH2:19][C:20]([O:22][CH2:23][CH3:24])=[O:21])[CH2:15][CH2:14]1.CI.Cl. (7) Given the product [OH:16][CH2:15][CH2:14][CH2:13][NH:12][S:9]([C:5]1[CH:6]=[CH:7][CH:8]=[C:3]([O:2][CH3:1])[CH:4]=1)(=[O:11])=[O:10], predict the reactants needed to synthesize it. The reactants are: [CH3:1][O:2][C:3]1[CH:4]=[C:5]([S:9]([NH:12][CH2:13][CH2:14][C:15](O)=[O:16])(=[O:11])=[O:10])[CH:6]=[CH:7][CH:8]=1.